Task: Predict which catalyst facilitates the given reaction.. Dataset: Catalyst prediction with 721,799 reactions and 888 catalyst types from USPTO (1) Reactant: [NH2:1][CH:2]1[CH2:6][CH2:5][N:4]([C:7]2[CH:12]=[C:11]([C:13]3[CH:18]=[CH:17][C:16]([O:19][CH3:20])=[C:15]([O:21][CH3:22])[CH:14]=3)[N:10]=[C:9](/[CH:23]=[CH:24]/[C:25]3[N:34]=[C:33]([N:35]([CH3:37])[CH3:36])[C:32]4[C:27](=[CH:28][CH:29]=[CH:30][CH:31]=4)[N:26]=3)[N:8]=2)[CH2:3]1.Cl.[CH3:39][N:40]([CH3:45])[CH2:41][C:42](O)=[O:43].ON1C2C=CC=CC=2N=N1.Cl.C(N=C=NCCCN(C)C)C.C(=O)(O)[O-].[Na+]. Product: [CH3:22][O:21][C:15]1[CH:14]=[C:13]([C:11]2[N:10]=[C:9](/[CH:23]=[CH:24]/[C:25]3[N:34]=[C:33]([N:35]([CH3:37])[CH3:36])[C:32]4[C:27](=[CH:28][CH:29]=[CH:30][CH:31]=4)[N:26]=3)[N:8]=[C:7]([N:4]3[CH2:5][CH2:6][CH:2]([NH:1][C:42](=[O:43])[CH2:41][N:40]([CH3:45])[CH3:39])[CH2:3]3)[CH:12]=2)[CH:18]=[CH:17][C:16]=1[O:19][CH3:20]. The catalyst class is: 289. (2) Reactant: [CH3:1][O:2][C:3]1[CH:12]=[C:11]2[C:6]([C:7]([C:13]([C:15]3[CH:20]=[C:19]([O:21][CH3:22])[C:18]([O:23][CH3:24])=[C:17]([O:25][CH3:26])[CH:16]=3)=[O:14])=[CH:8][N:9]=[CH:10]2)=[CH:5][CH:4]=1.F[B-](F)(F)F.[O:32]=[N+:33]=[O:34].[ClH:35].CO. Product: [ClH:35].[CH3:1][O:2][C:3]1[CH:12]=[C:11]2[C:6]([C:7]([C:13]([C:15]3[CH:20]=[C:19]([O:21][CH3:22])[C:18]([O:23][CH3:24])=[C:17]([O:25][CH3:26])[C:16]=3[N+:33]([O-:34])=[O:32])=[O:14])=[CH:8][N:9]=[CH:10]2)=[CH:5][CH:4]=1. The catalyst class is: 496. (3) Reactant: Cl.O1CCOCC1.COC1C=CC(C[O:15][C:16]2[N:21]=[C:20]([C:22]3[CH:35]=[CH:34][CH:33]=[C:32]4[C:23]=3[S:24][C:25]3[CH:26]=[CH:27][C:28]([NH:36][CH:37]([C:51]5[CH:56]=[CH:55][C:54]([CH3:57])=[CH:53][N:52]=5)[CH:38]5[O:43][CH2:42][CH2:41][N:40](C(OC(C)(C)C)=O)[CH2:39]5)=[CH:29][C:30]=3[S:31]4)[CH:19]=[C:18]([N:58]3[CH2:63][CH2:62][O:61][CH2:60][CH2:59]3)[CH:17]=2)=CC=1. Product: [CH3:57][C:54]1[CH:55]=[CH:56][C:51]([CH:37]([NH:36][C:28]2[CH:29]=[C:30]3[C:25](=[CH:26][CH:27]=2)[S:24][C:23]2[C:22]([C:20]4[NH:21][C:16](=[O:15])[CH:17]=[C:18]([N:58]5[CH2:63][CH2:62][O:61][CH2:60][CH2:59]5)[CH:19]=4)=[CH:35][CH:34]=[CH:33][C:32]=2[S:31]3)[CH:38]2[O:43][CH2:42][CH2:41][NH:40][CH2:39]2)=[N:52][CH:53]=1. The catalyst class is: 254.